The task is: Predict the reaction yield, written as a fraction of the theoretical maximum amount of product (1.0 means a 100% yield; for example, 0.34 means a 34% yield).. This data is from Reaction yield outcomes from USPTO patents with 853,638 reactions. (1) The reactants are [O:1]=[C:2]1[CH2:8][CH:7]2[N:9]([C:10]3[C:19]4[C:14](=[CH:15][CH:16]=[CH:17][CH:18]=4)[C:13]([C:20]#[N:21])=[CH:12][CH:11]=3)[CH:4]([CH2:5][CH2:6]2)[CH2:3]1.[CH3:22][Si]([N-][Si](C)(C)C)(C)C.[Li+].IC. The catalyst is C1COCC1. The product is [CH3:22][CH:8]1[C:2](=[O:1])[CH2:3][CH:4]2[N:9]([C:10]3[C:19]4[C:14](=[CH:15][CH:16]=[CH:17][CH:18]=4)[C:13]([C:20]#[N:21])=[CH:12][CH:11]=3)[CH:7]1[CH2:6][CH2:5]2. The yield is 0.200. (2) The reactants are [CH2:1]([O:8][C:9]1[CH:17]=[C:16]2[C:12]([CH:13]=[CH:14][NH:15]2)=[CH:11][CH:10]=1)[C:2]1[CH:7]=[CH:6][CH:5]=[CH:4][CH:3]=1.[C:18]1([CH3:24])[CH:23]=[CH:22][CH:21]=[CH:20][CH:19]=1.C(N(CC)C(C)C)(C)C.[Cl-].[NH4+].[C:36]([O:39][CH2:40]C)(=[O:38])C. The catalyst is [I-].C([N+](CCCC)(CCCC)CCCC)CCC.FC(F)(F)S([O-])(=O)=O.[Zn+2].FC(F)(F)S([O-])(=O)=O.O. The product is [C:2]1([CH2:1][O:8][C:9]2[CH:17]=[C:16]3[C:12]([C:13]([CH2:24][C:18]4[CH:23]=[C:22]([CH:21]=[CH:20][CH:19]=4)[C:36]([O:39][CH3:40])=[O:38])=[CH:14][NH:15]3)=[CH:11][CH:10]=2)[CH:3]=[CH:4][CH:5]=[CH:6][CH:7]=1. The yield is 0.530. (3) The reactants are [C:1]([NH:4][CH2:5][CH2:6][CH:7]1[C:15]2[C:10](=[CH:11][CH:12]=[C:13]([NH:17][C:18](=[O:21])[CH2:19][CH3:20])[C:14]=2O)[CH2:9][CH2:8]1)(=[O:3])[CH3:2].C1(C)C=CC(S([O-])(=O)=O)=CC=1.[NH+]1C=CC=CC=1. The catalyst is C1(C)C(C)=CC=CC=1. The product is [CH2:19]([C:18]1[O:21][C:14]2[C:15]3[CH:7]([CH2:6][CH2:5][NH:4][C:1](=[O:3])[CH3:2])[CH2:8][CH2:9][C:10]=3[CH:11]=[CH:12][C:13]=2[N:17]=1)[CH3:20]. The yield is 0.840.